From a dataset of Full USPTO retrosynthesis dataset with 1.9M reactions from patents (1976-2016). Predict the reactants needed to synthesize the given product. (1) Given the product [ClH:1].[Cl:1][C:2]1[CH:47]=[CH:46][C:5]([CH2:6][C@H:7]([C:8]([N:10]2[CH:15]3[CH2:16][CH2:17][CH:11]2[CH2:12][CH:13]([N:18]([CH:26]2[CH2:27][CH2:28][CH2:29][CH2:30][CH2:31]2)[C:19]([N:21]([CH2:22][CH3:23])[CH2:24][CH3:25])=[O:20])[CH2:14]3)=[O:9])[NH:32][CH:33]2[CH2:38][CH2:37][NH:36][CH2:35][CH2:34]2)=[CH:4][CH:3]=1, predict the reactants needed to synthesize it. The reactants are: [Cl:1][C:2]1[CH:47]=[CH:46][C:5]([CH2:6][C@@H:7]([NH:32][CH:33]2[CH2:38][CH2:37][N:36](C(OC(C)(C)C)=O)[CH2:35][CH2:34]2)[C:8]([N:10]2[CH:15]3[CH2:16][CH2:17][CH:11]2[CH2:12][CH:13]([N:18]([CH:26]2[CH2:31][CH2:30][CH2:29][CH2:28][CH2:27]2)[C:19]([N:21]([CH2:24][CH3:25])[CH2:22][CH3:23])=[O:20])[CH2:14]3)=[O:9])=[CH:4][CH:3]=1. (2) The reactants are: [NH2:1][CH2:2][CH2:3][C:4]1[CH:9]=[CH:8][C:7]([NH:10][C:11]2[CH:19]=[CH:18][C:14]([C:15]([NH2:17])=[O:16])=[CH:13][N:12]=2)=[CH:6][CH:5]=1.[CH:20](=O)[C:21]1[CH:26]=[CH:25][CH:24]=[CH:23][CH:22]=1. Given the product [CH2:20]([NH:1][CH2:2][CH2:3][C:4]1[CH:5]=[CH:6][C:7]([NH:10][C:11]2[CH:19]=[CH:18][C:14]([C:15]([NH2:17])=[O:16])=[CH:13][N:12]=2)=[CH:8][CH:9]=1)[C:21]1[CH:26]=[CH:25][CH:24]=[CH:23][CH:22]=1, predict the reactants needed to synthesize it. (3) Given the product [CH2:12]([O:11][C:9](=[O:10])[CH:8]([C:5]1[CH:4]=[CH:3][C:2]([Br:1])=[CH:7][CH:6]=1)[CH2:19][C:20]([OH:22])=[O:21])[C:13]1[CH:14]=[CH:15][CH:16]=[CH:17][CH:18]=1, predict the reactants needed to synthesize it. The reactants are: [Br:1][C:2]1[CH:7]=[CH:6][C:5]([CH:8]([CH2:19][C:20]([O:22]C(C)(C)C)=[O:21])[C:9]([O:11][CH2:12][C:13]2[CH:18]=[CH:17][CH:16]=[CH:15][CH:14]=2)=[O:10])=[CH:4][CH:3]=1. (4) Given the product [I:18][CH2:2][CH2:3][CH2:4][CH2:5][CH2:6][CH2:7][CH2:8][CH2:9][O:10][C:11]1[CH:16]=[CH:15][CH:14]=[CH:13][C:12]=1[CH3:17], predict the reactants needed to synthesize it. The reactants are: Br[CH2:2][CH2:3][CH2:4][CH2:5][CH2:6][CH2:7][CH2:8][CH2:9][O:10][C:11]1[CH:16]=[CH:15][CH:14]=[CH:13][C:12]=1[CH3:17].[I-:18].[Na+].C(OCCCCCCCCCCN)CCCCC. (5) Given the product [CH2:1]([C:8]1[S:12][C:11]([NH:13][C:33](=[O:34])[CH2:32][CH2:31][C:30]([C:23]2[CH:24]=[CH:25][C:26]([O:27][CH2:28][CH3:29])=[C:21]([Cl:20])[CH:22]=2)=[O:36])=[N:10][C:9]=1[C:14]1[CH:19]=[CH:18][CH:17]=[CH:16][CH:15]=1)[C:2]1[CH:3]=[CH:4][CH:5]=[CH:6][CH:7]=1, predict the reactants needed to synthesize it. The reactants are: [CH2:1]([C:8]1[S:12][C:11]([NH2:13])=[N:10][C:9]=1[C:14]1[CH:19]=[CH:18][CH:17]=[CH:16][CH:15]=1)[C:2]1[CH:7]=[CH:6][CH:5]=[CH:4][CH:3]=1.[Cl:20][C:21]1[CH:22]=[C:23]([C:30](=[O:36])[CH2:31][CH2:32][C:33](O)=[O:34])[CH:24]=[CH:25][C:26]=1[O:27][CH2:28][CH3:29].C1C=CC2N(O)N=NC=2C=1.CCN=C=NCCCN(C)C. (6) Given the product [NH2:8][CH2:9][CH2:10][C:11]1[CH:12]=[CH:13][C:14]([S:17]([C:20]2[CH:30]=[CH:29][C:23]([C:24]([O:26][CH2:27][CH3:28])=[O:25])=[CH:22][N:21]=2)(=[O:19])=[O:18])=[CH:15][CH:16]=1, predict the reactants needed to synthesize it. The reactants are: C(OC([NH:8][CH2:9][CH2:10][C:11]1[CH:16]=[CH:15][C:14]([S:17]([C:20]2[CH:30]=[CH:29][C:23]([C:24]([O:26][CH2:27][CH3:28])=[O:25])=[CH:22][N:21]=2)(=[O:19])=[O:18])=[CH:13][CH:12]=1)=O)(C)(C)C.Cl. (7) Given the product [CH:9]([NH:8][C:5]1[N:4]=[C:3]([SH:12])[C:2]([NH:1][C:13](=[O:19])[CH2:14][CH2:15][C:16]([OH:18])=[O:17])=[CH:7][CH:6]=1)([CH3:10])[CH3:11], predict the reactants needed to synthesize it. The reactants are: [NH2:1][C:2]1[C:3]([SH:12])=[N:4][C:5]([NH:8][CH:9]([CH3:11])[CH3:10])=[CH:6][CH:7]=1.[C:13]1(=[O:19])[O:18][C:16](=[O:17])[CH2:15][CH2:14]1. (8) Given the product [CH3:14][N:13]([CH3:15])[CH2:12][CH2:11][C:5]1[C:4]2[C:8](=[CH:9][CH:10]=[C:2]([C:18]#[N:19])[CH:3]=2)[NH:7][CH:6]=1, predict the reactants needed to synthesize it. The reactants are: Br[C:2]1[CH:3]=[C:4]2[C:8](=[CH:9][CH:10]=1)[NH:7][CH:6]=[C:5]2[CH2:11][CH2:12][N:13]([CH3:15])[CH3:14].[C-]#N.[CH3:18][N:19](C=O)C.